From a dataset of Full USPTO retrosynthesis dataset with 1.9M reactions from patents (1976-2016). Predict the reactants needed to synthesize the given product. (1) Given the product [C:6]1([CH:2]([NH:12][C:13]2[CH:18]=[CH:17][CH:16]=[CH:15][CH:14]=2)[C:3]([OH:5])=[O:4])[CH:11]=[CH:10][CH:9]=[CH:8][CH:7]=1, predict the reactants needed to synthesize it. The reactants are: Br[CH:2]([C:6]1[CH:11]=[CH:10][CH:9]=[CH:8][CH:7]=1)[C:3]([OH:5])=[O:4].[NH2:12][C:13]1[CH:18]=[CH:17][CH:16]=[CH:15][CH:14]=1. (2) Given the product [CH3:22][O:12][C:11](=[O:13])[C@H:9]([CH3:10])[N:8]([C:14]1[CH:15]=[C:16]([F:21])[CH:17]=[C:18]([F:20])[CH:19]=1)[C:6]([O:5][C:1]([CH3:2])([CH3:3])[CH3:4])=[O:7], predict the reactants needed to synthesize it. The reactants are: [C:1]([O:5][C:6]([N:8]([C:14]1[CH:19]=[C:18]([F:20])[CH:17]=[C:16]([F:21])[CH:15]=1)[C@H:9]([C:11]([OH:13])=[O:12])[CH3:10])=[O:7])([CH3:4])([CH3:3])[CH3:2].[C:22]([O-])([O-])=O.[K+].[K+].COS(OC)(=O)=O.CCCCCCC. (3) Given the product [C:1]([O:6][CH2:7][CH2:8][CH2:9][Si:11]([Cl:13])([Cl:12])[Cl:10])(=[O:5])[C:2]([CH3:4])=[CH2:3], predict the reactants needed to synthesize it. The reactants are: [C:1]([O:6][CH2:7][CH:8]=[CH2:9])(=[O:5])[C:2]([CH3:4])=[CH2:3].[Cl:10][SiH:11]([Cl:13])[Cl:12].C1C2NC3C(=CC=CC=3)SC=2C=CC=1.CCCCCCCCCCCCCCCCCCOC(CCSCCC(OCCCCCCCCCCCCCCCCCC)=O)=O. (4) Given the product [Br:1][C:2]1[N:3]=[CH:4][C:5]([CH2:6][NH:14][CH2:13][CH2:12][O:11][CH3:10])=[CH:8][CH:9]=1, predict the reactants needed to synthesize it. The reactants are: [Br:1][C:2]1[CH:9]=[CH:8][C:5]([CH:6]=O)=[CH:4][N:3]=1.[CH3:10][O:11][CH2:12][CH2:13][NH2:14].C(O[BH-](OC(=O)C)OC(=O)C)(=O)C.[Na+].[NH4+].[Cl-]. (5) Given the product [OH:1][C:2]1[CH:3]=[CH:4][C:5]([C:6]([NH:24][CH2:23][CH:22]([CH2:25][C:26]#[CH:27])[CH2:19][C:20]#[CH:21])=[O:8])=[CH:17][CH:18]=1, predict the reactants needed to synthesize it. The reactants are: [OH:1][C:2]1[CH:18]=[CH:17][C:5]([C:6]([O:8]CC(CC#C)CC#C)=O)=[CH:4][CH:3]=1.[CH2:19]([CH:22]([CH2:25][C:26]#[CH:27])[CH2:23][NH2:24])[C:20]#[CH:21].C(OC1C=CC(C(O)=O)=CC=1)(=O)C. (6) Given the product [CH:1]1([CH2:4][N:5]2[CH2:30][CH2:29][C@:12]34[C:13]5[C:14]6[O:28][C@H:11]3[C:10](=[O:31])[CH2:9][CH2:8][C@@:7]4([O:32][CH3:33])[C@H:6]2[CH2:19][C:18]=5[CH:17]=[CH:16][C:15]=6[OH:20])[CH2:2][CH2:3]1, predict the reactants needed to synthesize it. The reactants are: [CH:1]1([CH2:4][N:5]2[CH2:30][CH2:29][C@:12]34[C:13]5[C:14]6[O:28][C@H:11]3[C:10](=[O:31])[CH2:9][CH2:8][C@@:7]4([O:32][CH3:33])[C@H:6]2[CH2:19][C:18]=5[CH:17]=[CH:16][C:15]=6[O:20]CC2C=CC=CC=2)[CH2:3][CH2:2]1. (7) Given the product [NH2:1][C:2]1[N:3]=[C:4]([NH:19][C:20]2[CH:25]=[CH:24][C:23]([N:26]3[CH2:31][CH2:30][N:29]([CH3:32])[CH2:28][CH2:27]3)=[CH:22][CH:21]=2)[S:5][C:6]=1[C:7]([C:9]1[CH:14]=[CH:13][C:12]([N:33]2[CH2:38][CH2:37][O:36][CH2:35][CH2:34]2)=[C:11]([N+:16]([O-:18])=[O:17])[CH:10]=1)=[O:8], predict the reactants needed to synthesize it. The reactants are: [NH2:1][C:2]1[N:3]=[C:4]([NH:19][C:20]2[CH:25]=[CH:24][C:23]([N:26]3[CH2:31][CH2:30][N:29]([CH3:32])[CH2:28][CH2:27]3)=[CH:22][CH:21]=2)[S:5][C:6]=1[C:7]([C:9]1[CH:14]=[CH:13][C:12](Cl)=[C:11]([N+:16]([O-:18])=[O:17])[CH:10]=1)=[O:8].[NH:33]1[CH2:38][CH2:37][O:36][CH2:35][CH2:34]1.